Task: Predict the reaction yield, written as a fraction of the theoretical maximum amount of product (1.0 means a 100% yield; for example, 0.34 means a 34% yield).. Dataset: Reaction yield outcomes from USPTO patents with 853,638 reactions (1) The reactants are [OH-].[Na+].C[O:4][C:5](=[O:30])[C:6]1[CH:11]=[CH:10][C:9]([S:12]([N:15]2[C:23]3[C:18](=[CH:19][CH:20]=[CH:21][CH:22]=3)[C:17]([CH:24]3[CH2:29][CH2:28][CH2:27][CH2:26][CH2:25]3)=[CH:16]2)(=[O:14])=[O:13])=[CH:8][CH:7]=1.Cl. The catalyst is C1COCC1.CO.CCOC(C)=O. The product is [CH:24]1([C:17]2[C:18]3[C:23](=[CH:22][CH:21]=[CH:20][CH:19]=3)[N:15]([S:12]([C:9]3[CH:10]=[CH:11][C:6]([C:5]([OH:30])=[O:4])=[CH:7][CH:8]=3)(=[O:14])=[O:13])[CH:16]=2)[CH2:25][CH2:26][CH2:27][CH2:28][CH2:29]1. The yield is 0.860. (2) The reactants are Cl[C:2]1[CH:7]=[C:6]([O:8][C:9]2[C:14]([F:15])=[CH:13][C:12]([NH:16][C:17]([C:19]3([C:22]([NH:24][C:25]4[CH:30]=[CH:29][C:28]([F:31])=[CH:27][CH:26]=4)=[O:23])[CH2:21][CH2:20]3)=[O:18])=[C:11]([F:32])[CH:10]=2)[CH:5]=[CH:4][N:3]=1.[C:33]([NH2:37])(=[O:36])[CH2:34][CH3:35].CC1(C)C2C(=C(P(C3C=CC=CC=3)C3C=CC=CC=3)C=CC=2)OC2C(P(C3C=CC=CC=3)C3C=CC=CC=3)=CC=CC1=2.C(=O)([O-])[O-].[Cs+].[Cs+]. The catalyst is O1CCOCC1.C1C=CC(/C=C/C(/C=C/C2C=CC=CC=2)=O)=CC=1.C1C=CC(/C=C/C(/C=C/C2C=CC=CC=2)=O)=CC=1.C1C=CC(/C=C/C(/C=C/C2C=CC=CC=2)=O)=CC=1.[Pd].[Pd]. The product is [F:32][C:11]1[CH:10]=[C:9]([O:8][C:6]2[CH:5]=[CH:4][N:3]=[C:2]([NH:37][C:33](=[O:36])[CH2:34][CH3:35])[CH:7]=2)[C:14]([F:15])=[CH:13][C:12]=1[NH:16][C:17]([C:19]1([C:22]([NH:24][C:25]2[CH:30]=[CH:29][C:28]([F:31])=[CH:27][CH:26]=2)=[O:23])[CH2:21][CH2:20]1)=[O:18]. The yield is 0.607. (3) The yield is 0.430. The product is [O:28]1[C:32]2([CH2:33][CH2:34][CH:35]([N:38]3[C:18](=[O:19])[C:17]([CH:15]([C:12]4[CH:13]=[CH:14][C:9]([C:4]5[C:3]([C:1]#[N:2])=[CH:8][CH:7]=[CH:6][CH:5]=5)=[CH:10][CH:11]=4)[CH3:16])=[C:23]([CH2:24][CH2:25][CH3:26])[N:40]4[N:41]=[CH:42][N:43]=[C:39]34)[CH2:36][CH2:37]2)[O:31][CH2:30][CH2:29]1. The reactants are [C:1]([C:3]1[CH:8]=[CH:7][CH:6]=[CH:5][C:4]=1[C:9]1[CH:14]=[CH:13][C:12]([CH:15]([CH:17]([C:23](=O)[CH2:24][CH2:25][CH3:26])[C:18](OCC)=[O:19])[CH3:16])=[CH:11][CH:10]=1)#[N:2].[O:28]1[C:32]2([CH2:37][CH2:36][CH:35]([NH:38][C:39]3[NH:43][CH:42]=[N:41][N:40]=3)[CH2:34][CH2:33]2)[O:31][CH2:30][CH2:29]1.N12CCCN=C1CCCCC2.C(N(CC)C1C=CC=CC=1)C. The catalyst is Cl. (4) The reactants are [Br:1][C:2]1[CH:23]=[CH:22][C:5]2[N:6]([C:18]([CH3:21])([CH3:20])[CH3:19])[C:7]([C:9]3[CH:17]=[CH:16][CH:15]=[CH:14][C:10]=3[C:11]([NH2:13])=[O:12])=[N:8][C:4]=2[CH:3]=1. The catalyst is COC(OC)N(C)C. The product is [Br:1][C:2]1[CH:23]=[CH:22][C:5]2[N:6]([C:18]([CH3:19])([CH3:20])[CH3:21])[C:7]([C:9]3[CH:17]=[CH:16][CH:15]=[CH:14][C:10]=3[C:11](/[N:13]=[CH:5]/[N:6]([CH3:18])[CH3:7])=[O:12])=[N:8][C:4]=2[CH:3]=1. The yield is 1.00.